Dataset: Peptide-MHC class I binding affinity with 185,985 pairs from IEDB/IMGT. Task: Regression. Given a peptide amino acid sequence and an MHC pseudo amino acid sequence, predict their binding affinity value. This is MHC class I binding data. (1) The peptide sequence is VLYHRYNLV. The MHC is HLA-B27:03 with pseudo-sequence HLA-B27:03. The binding affinity (normalized) is 0.0847. (2) The peptide sequence is KVFLPNPAF. The MHC is HLA-A24:02 with pseudo-sequence HLA-A24:02. The binding affinity (normalized) is 0.151. (3) The peptide sequence is QRRTLDLL. The MHC is H-2-Db with pseudo-sequence H-2-Db. The binding affinity (normalized) is 0. (4) The peptide sequence is QWWTDYWQVTW. The MHC is Mamu-B52 with pseudo-sequence Mamu-B52. The binding affinity (normalized) is 0.605. (5) The peptide sequence is GIYKDNLLL. The MHC is HLA-A02:02 with pseudo-sequence HLA-A02:02. The binding affinity (normalized) is 0.282.